From a dataset of Catalyst prediction with 721,799 reactions and 888 catalyst types from USPTO. Predict which catalyst facilitates the given reaction. (1) Reactant: CC([N:5]([CH:9]1[CH2:12][N:11]([C:13]([C:15]2[CH:20]=[CH:19][C:18]([F:21])=[C:17]([F:22])[C:16]=2[NH:23][C:24]2[CH:29]=[CH:28][C:27]([I:30])=[CH:26][C:25]=2[F:31])=[O:14])[CH2:10]1)C(=O)[O-])(C)C.FC(F)(F)C(O)=O. Product: [F:22][C:17]1[C:16]([NH:23][C:24]2[CH:29]=[CH:28][C:27]([I:30])=[CH:26][C:25]=2[F:31])=[C:15]([C:13]([N:11]2[CH2:12][CH:9]([NH2:5])[CH2:10]2)=[O:14])[CH:20]=[CH:19][C:18]=1[F:21]. The catalyst class is: 4. (2) Reactant: [F:1][C:2]1[CH:7]=[CH:6][C:5]([C:8](=O)[C:9](=[CH:18][OH:19])[CH2:10][CH2:11][N:12]2[CH2:17][CH2:16][O:15][CH2:14][CH2:13]2)=[CH:4][CH:3]=1.[ClH:21].[NH2:22][OH:23]. Product: [OH2:15].[ClH:21].[F:1][C:2]1[CH:7]=[CH:6][C:5]([C:8]2[C:9]([CH2:10][CH2:11][N:12]3[CH2:17][CH2:16][O:15][CH2:14][CH2:13]3)=[CH:18][O:19][N:22]=2)=[CH:4][CH:3]=1.[F:1][C:2]1[CH:7]=[CH:6][C:5]([C:8]2[C:9]([CH2:10][CH2:11][N:12]3[CH2:13][CH2:14][O:15][CH2:16][CH2:17]3)=[CH:18][O:23][N:22]=2)=[CH:4][CH:3]=1.[ClH:21]. The catalyst class is: 8. (3) Reactant: Cl.[NH2:2][C@H:3]1[CH2:8][CH2:7][C@H:6]([OH:9])[CH2:5][CH2:4]1.C(N1[C:19](=[O:20])[C:18]2=[CH:21][CH:22]=[CH:23][CH:24]=[C:17]2[C:16]1=[O:25])(OCC)=O.C(N(CC)CC)C. Product: [OH:9][C@H:6]1[CH2:7][CH2:8][C@H:3]([N:2]2[C:19](=[O:20])[C:18]3[C:17](=[CH:24][CH:23]=[CH:22][CH:21]=3)[C:16]2=[O:25])[CH2:4][CH2:5]1. The catalyst class is: 34.